This data is from Catalyst prediction with 721,799 reactions and 888 catalyst types from USPTO. The task is: Predict which catalyst facilitates the given reaction. (1) Reactant: C(OC(=O)[NH:7][C:8]1[CH:13]=[CH:12][C:11]([N:14]2[CH2:19][CH2:18][N:17]([CH2:20][C:21]3[CH:26]=[CH:25][CH:24]=[C:23]([C:27]4[O:31][N:30]=[C:29]([CH3:32])[N:28]=4)[CH:22]=3)[CH2:16][CH2:15]2)=[CH:10][CH:9]=1)(C)(C)C.FC(F)(F)C(O)=O. Product: [CH3:32][C:29]1[N:28]=[C:27]([C:23]2[CH:22]=[C:21]([CH:26]=[CH:25][CH:24]=2)[CH2:20][N:17]2[CH2:16][CH2:15][N:14]([C:11]3[CH:12]=[CH:13][C:8]([NH2:7])=[CH:9][CH:10]=3)[CH2:19][CH2:18]2)[O:31][N:30]=1. The catalyst class is: 2. (2) Reactant: [Na].[NH2:2][C:3]([NH:5][C:6]([NH2:8])=[O:7])=[O:4].CO[C:11]([C:13]1[CH:18]=[CH:17][CH:16]=[C:15]([C:19]([F:22])([F:21])[F:20])[N:14]=1)=O. Product: [F:22][C:19]([F:20])([F:21])[C:15]1[N:14]=[C:13]([C:11]2[NH:8][C:6](=[O:7])[NH:5][C:3](=[O:4])[N:2]=2)[CH:18]=[CH:17][CH:16]=1. The catalyst class is: 8. (3) Reactant: Cl.[NH2:2][CH2:3][C:4](=[O:14])[CH2:5][C:6]1[CH:11]=[C:10]([Br:12])[CH:9]=[CH:8][C:7]=1[Cl:13].O.[C:16](Cl)(=[O:23])[C:17]1[CH:22]=[CH:21][CH:20]=[CH:19][CH:18]=1.C(=O)([O-])O.[Na+]. Product: [C:16]([NH:2][CH2:3][C:4](=[O:14])[CH2:5][C:6]1[CH:11]=[C:10]([Br:12])[CH:9]=[CH:8][C:7]=1[Cl:13])(=[O:23])[C:17]1[CH:22]=[CH:21][CH:20]=[CH:19][CH:18]=1. The catalyst class is: 13. (4) Reactant: [CH2:1]([S:3]([N:6]1[C:14]2[CH:13]=[CH:12][C:11]([C:15]([N:17]3[CH2:22][CH2:21][CH:20]([CH3:23])[CH2:19][CH2:18]3)=[O:16])=[CH:10][C:9]=2[C:8]2[CH2:24][N:25](C(OC(C)(C)C)=O)[CH2:26][CH2:27][C:7]1=2)(=[O:5])=[O:4])[CH3:2].[F:35][C:36]([F:41])([F:40])[C:37]([OH:39])=[O:38]. Product: [CH2:1]([S:3]([N:6]1[C:14]2[CH:13]=[CH:12][C:11]([C:15]([N:17]3[CH2:22][CH2:21][CH:20]([CH3:23])[CH2:19][CH2:18]3)=[O:16])=[CH:10][C:9]=2[C:8]2[CH2:24][NH:25][CH2:26][CH2:27][C:7]1=2)(=[O:4])=[O:5])[CH3:2].[F:35][C:36]([F:41])([F:40])[C:37]([OH:39])=[O:38]. The catalyst class is: 4.